The task is: Regression/Classification. Given a drug SMILES string, predict its absorption, distribution, metabolism, or excretion properties. Task type varies by dataset: regression for continuous measurements (e.g., permeability, clearance, half-life) or binary classification for categorical outcomes (e.g., BBB penetration, CYP inhibition). For this dataset (solubility_aqsoldb), we predict Y.. This data is from Aqueous solubility values for 9,982 compounds from the AqSolDB database. (1) The molecule is CCOC(=O)C(Cl)C(C)=O. The Y is -0.986 log mol/L. (2) The drug is CN(C)C(=S)SCCCS(=O)(=O)[O-].[Na+]. The Y is 0.178 log mol/L. (3) The drug is Cc1ccccc1OCC(O)CO. The Y is -1.19 log mol/L.